This data is from Catalyst prediction with 721,799 reactions and 888 catalyst types from USPTO. The task is: Predict which catalyst facilitates the given reaction. (1) Reactant: [NH2:1][C:2]1[CH:7]=[CH:6][C:5]([NH:8][S:9]([CH3:12])(=[O:11])=[O:10])=[CH:4][C:3]=1[S:13]([NH2:16])(=[O:15])=[O:14].Cl[C:18](=[O:24])[CH2:19][C:20]([O:22][CH3:23])=[O:21]. Product: [CH3:23][O:22][C:20](=[O:21])[CH2:19][C:18]([NH:1][C:2]1[CH:7]=[CH:6][C:5]([NH:8][S:9]([CH3:12])(=[O:10])=[O:11])=[CH:4][C:3]=1[S:13](=[O:14])(=[O:15])[NH2:16])=[O:24]. The catalyst class is: 7. (2) Reactant: [OH:1][CH2:2][CH2:3][O:4][C:5](=[O:10])[C:6]([Br:9])([CH3:8])[CH3:7].[O:11]=[C:12]1[CH:16]=[CH:15][C:14](=[O:17])[N:13]1[CH2:18][CH2:19][C:20](O)=[O:21].C1(N=C=NC2CCCCC2)CCCCC1. Product: [O:11]=[C:12]1[CH:16]=[CH:15][C:14](=[O:17])[N:13]1[CH2:18][CH2:19][C:20]([O:1][CH2:2][CH2:3][O:4][C:5](=[O:10])[C:6]([Br:9])([CH3:8])[CH3:7])=[O:21]. The catalyst class is: 112. (3) The catalyst class is: 564. Product: [Cl:1][C:2]1[N:7]=[C:6]([C:13]2[CH:14]=[CH:15][C:10]([Cl:9])=[CH:11][CH:12]=2)[CH:5]=[CH:4][N:3]=1. Reactant: [Cl:1][C:2]1[N:7]=[C:6](Cl)[CH:5]=[CH:4][N:3]=1.[Cl:9][C:10]1[CH:15]=[CH:14][C:13](B(O)O)=[CH:12][CH:11]=1.C([O-])([O-])=O.[Na+].[Na+].